From a dataset of Full USPTO retrosynthesis dataset with 1.9M reactions from patents (1976-2016). Predict the reactants needed to synthesize the given product. (1) Given the product [CH:27]12[CH2:28][CH:29]([CH2:25][CH2:26]1)[CH2:30][CH:31]2[NH:32][CH2:23][C:7]1[CH:6]=[C:5]([C:1]([CH3:4])([CH3:3])[CH3:2])[CH:10]=[C:9]([C:11]2[CH:16]=[CH:15][C:14]([O:17][C:18]([F:21])([F:19])[F:20])=[CH:13][CH:12]=2)[C:8]=1[OH:22], predict the reactants needed to synthesize it. The reactants are: [C:1]([C:5]1[CH:6]=[C:7]([CH:23]=O)[C:8]([OH:22])=[C:9]([C:11]2[CH:16]=[CH:15][C:14]([O:17][C:18]([F:21])([F:20])[F:19])=[CH:13][CH:12]=2)[CH:10]=1)([CH3:4])([CH3:3])[CH3:2].[CH2:25]1[CH:29]2[CH2:30][CH:31]([NH2:32])[CH:27]([CH2:28]2)[CH2:26]1. (2) Given the product [Cl:1][C:2]1[CH:3]=[C:4]([S:22][CH:23]2[CH2:24][CH2:25][CH:26]([N:31]([CH3:32])[CH3:30])[CH2:27][CH2:28]2)[C:5]([CH3:21])=[C:6]([CH:20]=1)[C:7]([NH:9][CH2:10][C:11]1[C:12](=[O:19])[NH:13][C:14]([CH3:18])=[CH:15][C:16]=1[CH3:17])=[O:8], predict the reactants needed to synthesize it. The reactants are: [Cl:1][C:2]1[CH:3]=[C:4]([S:22][CH:23]2[CH2:28][CH2:27][C:26](=O)[CH2:25][CH2:24]2)[C:5]([CH3:21])=[C:6]([CH:20]=1)[C:7]([NH:9][CH2:10][C:11]1[C:12](=[O:19])[NH:13][C:14]([CH3:18])=[CH:15][C:16]=1[CH3:17])=[O:8].[CH3:30][NH:31][CH3:32].C(O)(=O)C.C(O[BH-](OC(=O)C)OC(=O)C)(=O)C.[Na+]. (3) Given the product [C:1](/[C:3](=[C:9](\[C:13]1[CH:14]=[CH:15][C:16]([O:19][CH2:20][O:21][CH3:22])=[CH:17][CH:18]=1)/[CH:10]([CH3:12])[CH3:11])/[C:4]([OH:6])=[O:5])#[N:2], predict the reactants needed to synthesize it. The reactants are: [C:1](/[C:3](=[C:9](\[C:13]1[CH:18]=[CH:17][C:16]([O:19][CH2:20][O:21][CH3:22])=[CH:15][CH:14]=1)/[CH:10]([CH3:12])[CH3:11])/[C:4]([O:6]CC)=[O:5])#[N:2].[OH-].[Li+]. (4) Given the product [Cl:1][C:2]1[CH:8]=[CH:7][C:5]([NH:6][C:32](=[O:33])[CH2:31][N:30]([CH3:35])[CH3:29])=[CH:4][C:3]=1[N+:9]([O-:11])=[O:10], predict the reactants needed to synthesize it. The reactants are: [Cl:1][C:2]1[CH:8]=[CH:7][C:5]([NH2:6])=[CH:4][C:3]=1[N+:9]([O-:11])=[O:10].C1COCC1.ClCCCl.C(N(CC)CC)C.Cl.[CH3:29][N:30]([CH3:35])[CH2:31][C:32](Cl)=[O:33]. (5) Given the product [NH:20]1[CH:24]=[C:23]([C:25]2[CH:26]=[C:27]([OH:31])[CH:28]=[CH:29][CH:30]=2)[N:22]=[CH:21]1, predict the reactants needed to synthesize it. The reactants are: C([N:20]1[CH:24]=[C:23]([C:25]2[CH:26]=[C:27]([OH:31])[CH:28]=[CH:29][CH:30]=2)[N:22]=[CH:21]1)(C1C=CC=CC=1)(C1C=CC=CC=1)C1C=CC=CC=1.CO.Cl.C(=O)([O-])O.[Na+].